Dataset: Full USPTO retrosynthesis dataset with 1.9M reactions from patents (1976-2016). Task: Predict the reactants needed to synthesize the given product. Given the product [Br:46][CH2:2][CH2:3][O:4][C:5]1[C:10]([CH3:11])=[CH:9][C:8]([C:12]2[NH:21][C:20](=[O:22])[C:19]3[C:14](=[C:15]([O:23][CH3:24])[CH:16]=[CH:17][CH:18]=3)[N:13]=2)=[CH:7][C:6]=1[CH3:25], predict the reactants needed to synthesize it. The reactants are: O[CH2:2][CH2:3][O:4][C:5]1[C:10]([CH3:11])=[CH:9][C:8]([C:12]2[NH:21][C:20](=[O:22])[C:19]3[C:14](=[C:15]([O:23][CH3:24])[CH:16]=[CH:17][CH:18]=3)[N:13]=2)=[CH:7][C:6]=1[CH3:25].C1C=CC(P(C2C=CC=CC=2)C2C=CC=CC=2)=CC=1.C(Br)(Br)(Br)[Br:46].